This data is from Forward reaction prediction with 1.9M reactions from USPTO patents (1976-2016). The task is: Predict the product of the given reaction. Given the reactants [F:1][C:2]1[C:7]([F:8])=[CH:6][CH:5]=[CH:4][C:3]=1[C:9]1[N:17]=[C:12]2[CH:13]=[N:14][NH:15][CH:16]=[C:11]2[N:10]=1.Cl[CH2:19][C:20]1[N:24]=[C:23]([C:25]2[CH:30]=[CH:29][C:28]([C:31]([F:34])([F:33])[F:32])=[CH:27][CH:26]=2)[O:22][N:21]=1, predict the reaction product. The product is: [F:1][C:2]1[C:7]([F:8])=[CH:6][CH:5]=[CH:4][C:3]=1[C:9]1[N:17]=[C:12]2[CH:13]=[N:14][N:15]([CH2:19][C:20]3[N:24]=[C:23]([C:25]4[CH:26]=[CH:27][C:28]([C:31]([F:34])([F:32])[F:33])=[CH:29][CH:30]=4)[O:22][N:21]=3)[CH:16]=[C:11]2[N:10]=1.